From a dataset of Catalyst prediction with 721,799 reactions and 888 catalyst types from USPTO. Predict which catalyst facilitates the given reaction. Reactant: CC([O-])(C)C.[Na+].[N:7]1[C:11]2[CH:12]=[CH:13][CH:14]=[CH:15][C:10]=2[NH:9][CH:8]=1.CC(C1C=C(C(C)C)C(C2C=CC=CC=2P(C2CCCCC2)C2CCCCC2)=C(C(C)C)C=1)C.N#N.FC(F)(F)S(O[C:58]1[C@@:62]2([CH3:78])[CH2:63][CH2:64][C@H:65]3[C@H:74]([C@@H:61]2[CH2:60][CH:59]=1)[CH2:73][CH:72]=[C:71]1[C@:66]3([CH3:77])[CH2:67][CH2:68][C:69](=[O:76])[N:70]1[CH3:75])(=O)=O. Product: [N:7]1([C:58]2[C@@:62]3([CH3:78])[CH2:63][CH2:64][C@H:65]4[C@H:74]([C@@H:61]3[CH2:60][CH:59]=2)[CH2:73][CH:72]=[C:71]2[C@:66]4([CH3:77])[CH2:67][CH2:68][C:69](=[O:76])[N:70]2[CH3:75])[C:11]2[CH:12]=[CH:13][CH:14]=[CH:15][C:10]=2[N:9]=[CH:8]1. The catalyst class is: 101.